From a dataset of Reaction yield outcomes from USPTO patents with 853,638 reactions. Predict the reaction yield, written as a fraction of the theoretical maximum amount of product (1.0 means a 100% yield; for example, 0.34 means a 34% yield). (1) The reactants are C([O:3][C:4]([C:6]1([NH:15][S:16]([C:19]2[CH:24]=[C:23]([Cl:25])[CH:22]=[C:21]([Cl:26])[C:20]=2[O:27][CH:28]([CH3:30])[CH3:29])(=[O:18])=[O:17])[CH2:14][C:13]2[C:8](=[CH:9][CH:10]=[CH:11][CH:12]=2)[CH2:7]1)=[O:5])C.[OH-].[K+].O. The catalyst is CCO. The product is [Cl:26][C:21]1[C:20]([O:27][CH:28]([CH3:30])[CH3:29])=[C:19]([S:16]([NH:15][C:6]2([C:4]([OH:5])=[O:3])[CH2:14][C:13]3[C:8](=[CH:9][CH:10]=[CH:11][CH:12]=3)[CH2:7]2)(=[O:17])=[O:18])[CH:24]=[C:23]([Cl:25])[CH:22]=1. The yield is 1.00. (2) The reactants are [NH2:1][N:2]1[CH:6]=[CH:5][C:4]([Br:7])=[C:3]1[C:8]([O:10][CH3:11])=[O:9].[CH2:12]([O:19][C:20]([NH:22][C@@H:23]([CH3:27])[C:24](O)=[O:25])=[O:21])[C:13]1[CH:18]=[CH:17][CH:16]=[CH:15][CH:14]=1. No catalyst specified. The product is [CH2:12]([O:19][C:20]([NH:22][C@@H:23]([CH3:27])[C:24]([NH:1][N:2]1[CH:6]=[CH:5][C:4]([Br:7])=[C:3]1[C:8]([O:10][CH3:11])=[O:9])=[O:25])=[O:21])[C:13]1[CH:18]=[CH:17][CH:16]=[CH:15][CH:14]=1. The yield is 0.840. (3) The reactants are [CH2:1]([C@H:8]([NH:30][C:31](=[O:50])[C@H:32]([CH:47]([CH3:49])[CH3:48])[NH:33][C:34]([N:36]([CH2:38][C:39]1[N:40]=[C:41]([CH:44]([CH3:46])[CH3:45])[S:42][CH:43]=1)[CH3:37])=[O:35])[CH2:9][C@H:10]([OH:29])[C@@H:11]([NH:19][C:20]([O:22][CH2:23][C:24]1[S:28][CH:27]=[N:26][CH:25]=1)=[O:21])[CH2:12][C:13]1[CH:18]=[CH:17][CH:16]=[CH:15][CH:14]=1)[C:2]1[CH:7]=[CH:6][CH:5]=[CH:4][CH:3]=1.C(N(CC)[P:54]([O:63][CH2:64][C:65]1[CH:70]=[CH:69][CH:68]=[CH:67][CH:66]=1)[O:55][CH2:56][C:57]1[CH:62]=[CH:61][CH:60]=[CH:59][CH:58]=1)C.N1C=NN=N1.ClC1C=CC=C(C(OO)=[O:86])C=1.[O-]S([O-])(=S)=O.[Na+].[Na+]. The catalyst is C1COCC1.ClCCl. The product is [CH2:1]([C@H:8]([NH:30][C:31](=[O:50])[C@H:32]([CH:47]([CH3:49])[CH3:48])[NH:33][C:34]([N:36]([CH2:38][C:39]1[N:40]=[C:41]([CH:44]([CH3:45])[CH3:46])[S:42][CH:43]=1)[CH3:37])=[O:35])[CH2:9][C@H:10]([O:29][P:54]([O:55][CH2:56][C:57]1[CH:58]=[CH:59][CH:60]=[CH:61][CH:62]=1)([O:63][CH2:64][C:65]1[CH:66]=[CH:67][CH:68]=[CH:69][CH:70]=1)=[O:86])[C@@H:11]([NH:19][C:20]([O:22][CH2:23][C:24]1[S:28][CH:27]=[N:26][CH:25]=1)=[O:21])[CH2:12][C:13]1[CH:18]=[CH:17][CH:16]=[CH:15][CH:14]=1)[C:2]1[CH:3]=[CH:4][CH:5]=[CH:6][CH:7]=1. The yield is 0.760. (4) The reactants are [NH:1]1[CH2:6][CH2:5][CH2:4][CH2:3][CH2:2]1.C[Al](C)C.C1(C)C=CC=CC=1.[CH3:18][O:19][C:20]([C:22]1[N:23]=[N:24][C:25]([C:32](OC)=[O:33])=[CH:26][C:27]=1[CH2:28][CH:29]([CH3:31])[CH3:30])=[O:21]. The catalyst is C(Cl)Cl. The product is [CH3:18][O:19][C:20]([C:22]1[N:23]=[N:24][C:25]([C:32]([N:1]2[CH2:6][CH2:5][CH2:4][CH2:3][CH2:2]2)=[O:33])=[CH:26][C:27]=1[CH2:28][CH:29]([CH3:31])[CH3:30])=[O:21]. The yield is 0.540.